Dataset: Forward reaction prediction with 1.9M reactions from USPTO patents (1976-2016). Task: Predict the product of the given reaction. Given the reactants Cl[C:2]1[C:11]2[C:6](=[CH:7][C:8]([F:12])=[CH:9][CH:10]=2)[N:5]=[C:4]([C:13]2[CH:18]=[CH:17][CH:16]=[CH:15][N:14]=2)[C:3]=1[CH3:19].[CH:20]([Sn](CCCC)(CCCC)CCCC)=[CH2:21].[F-].[Cs+], predict the reaction product. The product is: [F:12][C:8]1[CH:7]=[C:6]2[C:11]([C:2]([CH:20]=[CH2:21])=[C:3]([CH3:19])[C:4]([C:13]3[CH:18]=[CH:17][CH:16]=[CH:15][N:14]=3)=[N:5]2)=[CH:10][CH:9]=1.